Predict the reaction yield, written as a fraction of the theoretical maximum amount of product (1.0 means a 100% yield; for example, 0.34 means a 34% yield). From a dataset of Reaction yield outcomes from USPTO patents with 853,638 reactions. (1) The reactants are [CH2:1]([O:8][CH2:9][C:10]1[C@@H:14]([O:15][Si:16]([C:19]([CH3:22])([CH3:21])[CH3:20])([CH3:18])[CH3:17])[CH2:13][C@@H:12]([OH:23])[CH:11]=1)[C:2]1[CH:7]=[CH:6][CH:5]=[CH:4][CH:3]=1.C(=O)([O-])[O-].[Na+].[Na+].CCOC(C)=O. The catalyst is [Pd]. The product is [CH2:1]([O:8][CH2:9][C@H:10]1[C@@H:14]([O:15][Si:16]([C:19]([CH3:21])([CH3:20])[CH3:22])([CH3:18])[CH3:17])[CH2:13][C@@H:12]([OH:23])[CH2:11]1)[C:2]1[CH:7]=[CH:6][CH:5]=[CH:4][CH:3]=1. The yield is 0.980. (2) The reactants are [C:1]([C:5]1[CH:6]=[C:7]([Cl:22])[CH:8]=[C:9]2[C:14]=1[O:13][CH:12]([C:15]([F:18])([F:17])[F:16])[C:11]([C:19]([OH:21])=[O:20])=[CH:10]2)#[C:2][CH2:3][CH3:4].[OH-].[Na+:24]. The catalyst is C(O)C. The product is [C:1]([C:5]1[CH:6]=[C:7]([Cl:22])[CH:8]=[C:9]2[C:14]=1[O:13][CH:12]([C:15]([F:16])([F:17])[F:18])[C:11]([C:19]([O-:21])=[O:20])=[CH:10]2)#[C:2][CH2:3][CH3:4].[Na+:24]. The yield is 1.00. (3) The reactants are [OH:1][CH2:2][CH2:3][O:4][CH2:5][CH2:6][O:7][CH2:8][CH2:9][O:10][CH2:11][CH2:12][C:13]([O:15][C:16]([CH3:19])([CH3:18])[CH3:17])=[O:14].[CH3:20][C:21]1[CH:26]=[CH:25][C:24]([S:27](Cl)(=[O:29])=[O:28])=[CH:23][CH:22]=1. The catalyst is N1C=CC=CC=1. The product is [S:27]([O:1][CH2:2][CH2:3][O:4][CH2:5][CH2:6][O:7][CH2:8][CH2:9][O:10][CH2:11][CH2:12][C:13]([O:15][C:16]([CH3:19])([CH3:18])[CH3:17])=[O:14])([C:24]1[CH:25]=[CH:26][C:21]([CH3:20])=[CH:22][CH:23]=1)(=[O:29])=[O:28]. The yield is 0.900.